Dataset: Peptide-MHC class II binding affinity with 134,281 pairs from IEDB. Task: Regression. Given a peptide amino acid sequence and an MHC pseudo amino acid sequence, predict their binding affinity value. This is MHC class II binding data. (1) The peptide sequence is IGEGKVTLRIRNVRF. The MHC is HLA-DQA10102-DQB10602 with pseudo-sequence HLA-DQA10102-DQB10602. The binding affinity (normalized) is 0.233. (2) The peptide sequence is VFCSELPDFACSG. The MHC is DRB1_1501 with pseudo-sequence DRB1_1501. The binding affinity (normalized) is 0. (3) The binding affinity (normalized) is 0.683. The MHC is DRB3_0301 with pseudo-sequence DRB3_0301. The peptide sequence is DIHRLEPVKCDTLLC. (4) The peptide sequence is AWVDSGAQLGELYYA. The MHC is HLA-DPA10201-DPB10101 with pseudo-sequence HLA-DPA10201-DPB10101. The binding affinity (normalized) is 0.281. (5) The peptide sequence is PKQMLVGGVVLLGAMK. The MHC is DRB5_0101 with pseudo-sequence DRB5_0101. The binding affinity (normalized) is 0.